The task is: Predict the product of the given reaction.. This data is from Forward reaction prediction with 1.9M reactions from USPTO patents (1976-2016). Given the reactants [F:1][C:2]1[CH:8]=[C:7](I)[CH:6]=[CH:5][C:3]=1[NH2:4].[C:10]([Cu])#[N:11], predict the reaction product. The product is: [NH2:4][C:3]1[CH:5]=[CH:6][C:7]([C:10]#[N:11])=[CH:8][C:2]=1[F:1].